From a dataset of Experimentally validated miRNA-target interactions with 360,000+ pairs, plus equal number of negative samples. Binary Classification. Given a miRNA mature sequence and a target amino acid sequence, predict their likelihood of interaction. (1) The miRNA is hsa-miR-4254 with sequence GCCUGGAGCUACUCCACCAUCUC. The protein sequence of the target gene is MSYYQRPFSPSAYSLPASLNSSIVMQHGTSLDSTDTYPQHAQSLDGTTSSSIPLYRSSEEEKRVTVIKAPHYPGIGPVDESGIPTAIRTTVDRPKDWYKTMFKQIHMVHKPDDDTDMYNTPYTYNAGLYNPPYSAQSHPAAKTQTYRPLSKSHSDNSPNAFKDASSPVPPPHVPPPVPPLRPRDRSSTEKHDWDPPDRKVDTRKFRSEPRSIFEYEPGKSSILQHERPASLYQSSIDRSLERPMSSASMASDFRKRRKSEPAVGPPRGLGDQSASRTSPGRVDLPGSSTTLTKSFTSSSP.... Result: 1 (interaction). (2) The miRNA is hsa-miR-7856-5p with sequence UUUUAAGGACACUGAGGGAUC. The protein sequence of the target gene is MGPLQFRDVAIEFSLEEWHCLDTAQRNLYRNVMLENYSNLVFLGITVSKPDLITCLEQGRKPLTMKRNEMIAKPSVMCSHFAQDLWPEQSMKDSFQKVVLRRYEKCEHDNLQLKKGCISVDECKVHKEGYNELNQCLTTTPRKICQCDKYVKVLHQFPNSNGQKRGHTGKKPFKYIECGKAFKQFSTLTTHKKIHTGGKPYKCEECGKAFNHSCSLTRHKKIHTGEKPYKCEECGKAFKHSSTLTTHKRNHTGEKPYKCDKCGKAFMSSSTLSKHEIIHTEKKPYKCEECGKAFNRSSTL.... Result: 1 (interaction). (3) The miRNA is hsa-miR-5197-3p with sequence AAGAAGAGACUGAGUCAUCGAAU. The protein sequence of the target gene is MAQSPVSAEVIHQVEECLDEDEKEMMLFLCRDVTENLAAPNVRDLLDSLSERGQLSFATLAELLYRVRRFDLLKRILKTDKATVEDHLRRNPHLVSDYRVLLMEIGESLDQNDVSSLVFLTRDYTGRGKIAKDKSFLDLVIELEKLNLIASDQLNLLEKCLKNIHRIDLNTKIQKYTQSSQGARSNMNTLQASLPKLSIKYNSRLQNGRSKEPRFVEYRDSQRTLVKTSIQESGAFLPPHIREETYRMQSKPLGICLIIDCIGNDTKYLQETFTSLGYHIQLFLFPKSHDITQIVRRYAS.... Result: 0 (no interaction).